From a dataset of Drug-target binding data from BindingDB using Kd measurements. Regression. Given a target protein amino acid sequence and a drug SMILES string, predict the binding affinity score between them. We predict pKd (pKd = -log10(Kd in M); higher means stronger binding). Dataset: bindingdb_kd. (1) The small molecule is Cc1cc(Nc2ncc3cc(-c4c(Cl)cccc4Cl)c(=O)n(C)c3n2)ccc1F. The target protein sequence is MRGARGAWDFLCVLLLLLRVQTGSSQPSVSPGEPSPPSIHPGKSDLIVRVGDEIRLLCTDPGFVKWTFEILDETNENKQNEWITEKAEATNTGKYTCTNKHGLSNSIYVFVRDPAKLFLVDRSLYGKEDNDTLVRCPLTDPEVTNYSLKGCQGKPLPKDLRFIPDPKAGIMIKSVKRAYHRLCLHCSVDQEGKSVLSEKFILKVRPAFKAVPVVSVSKASYLLREGEEFTVTCTIKDVSSSVYSTWKRENSQTKLQEKYNSWHHGDFNYERQATLTISSARVNDSGVFMCYANNTFGSANVTTTLEVVDKGFINIFPMINTTVFVNDGENVDLIVEYEAFPKPEHQQWIYMNRTFTDKWEDYPKSENESNIRYVSELHLTRLKGTEGGTYTFLVSNSDVNAAIAFNVYVNTKPEILTYDRLVNGMLQCVAAGFPEPTIDWYFCPGTEQRCSASVLPVDVQTLNSSGPPFGKLVVQSSIDSSAFKHNGTVECKAYNDVGKT.... The pKd is 8.4. (2) The drug is CC1=NN(C(=O)c2ccc(Cl)cc2)C(O)C1/N=N/c1ccc(S(=O)(=O)Nc2ncccn2)cc1. The target protein sequence is SNIEQYIHDLDSNSFELDLQFSEDEKRLLLEKQAGGNPWHQFVENNLILKMGPVDKRKGLFARRRQLLLTEGPHLYYVDPVNKVLKGEIPWSQELRPEAKNFKTFFVHTPNRTYYLMDPSGNAHKWCRKIQEVWRQRYQSHPDAAVQ. The pKd is 6.0. (3) The compound is Cc1[nH]c(/C=C2\C(=O)Nc3ccc(F)cc32)c(C)c1C(=O)NC[C@H](O)CN1CCOCC1. The target protein (Q86UE8) has sequence MMEELHSLDPRRQELLEARFTGVGVSKGPLNSESSNQSLCSVGSLSDKEVETPEKKQNDQRNRKRKAEPYETSQGKGTPRGHKISDYFEFAGGSAPGTSPGRSVPPVARSSPQHSLSNPLPRRVEQPLYGLDGSAAKEATEEQSALPTLMSVMLAKPRLDTEQLAQRGAGLCFTFVSAQQNSPSSTGSGNTEHSCSSQKQISIQHRQTQSDLTIEKISALENSKNSDLEKKEGRIDDLLRANCDLRRQIDEQQKMLEKYKERLNRCVTMSKKLLIEKSKQEKMACRDKSMQDRLRLGHFTTVRHGASFTEQWTDGYAFQNLIKQQERINSQREEIERQRKMLAKRKPPAMGQAPPATNEQKQRKSKTNGAENETPSSGNTELKDTAPALGAHSLLRLTLAEYHEQEEIFKLRLGHLKKEEAEIQAELERLERVRNLHIRELKRIHNEDNSQFKDHPTLNDRYLLLHLLGRGGFSEVYKAFDLTEQRYVAVKIHQLNKNWR.... The pKd is 6.6.